This data is from Full USPTO retrosynthesis dataset with 1.9M reactions from patents (1976-2016). The task is: Predict the reactants needed to synthesize the given product. (1) Given the product [Si:1]([O:8][C@@H:9]([CH2:36][O:37][Si:38]([C:41]([CH3:44])([CH3:43])[CH3:42])([CH3:39])[CH3:40])[CH2:10][CH2:11][CH:12]1[C@H:24]2[CH2:23][C:22]3[C:17]([CH2:16][C@H:15]2[CH2:14][C:13]1=[O:35])=[C:18]([O:33][CH3:34])[CH:19]=[CH:20][CH:21]=3)([C:4]([CH3:5])([CH3:6])[CH3:7])([CH3:3])[CH3:2], predict the reactants needed to synthesize it. The reactants are: [Si:1]([O:8][C@@H:9]([CH2:36][O:37][Si:38]([C:41]([CH3:44])([CH3:43])[CH3:42])([CH3:40])[CH3:39])[CH2:10][CH2:11][C:12]1[C:13](=[O:35])[CH2:14][C@H:15]2[C:24]=1[C@H:23](O[Si](C(C)(C)C)(C)C)[C:22]1[C:17](=[C:18]([O:33][CH3:34])[CH:19]=[CH:20][CH:21]=1)[CH2:16]2)([C:4]([CH3:7])([CH3:6])[CH3:5])([CH3:3])[CH3:2].C(=O)([O-])[O-].[K+].[K+].[H][H]. (2) Given the product [OH:20][CH:13]([P:6](=[O:5])([OH:7])[OH:12])[C:14]1[CH:15]=[N:16][CH:17]=[CH:18][CH:19]=1, predict the reactants needed to synthesize it. The reactants are: C([O:5][P:6]([CH:13]([OH:20])[C:14]1[CH:15]=[N:16][CH:17]=[CH:18][CH:19]=1)(=[O:12])[O:7]C(C)(C)C)(C)(C)C. (3) Given the product [CH3:16][O:1][C:2]1[C:10]2[O:9][C:8]([CH3:11])=[N:7][C:6]=2[CH:5]=[C:4]([C:12]([O:14][CH3:15])=[O:13])[CH:3]=1, predict the reactants needed to synthesize it. The reactants are: [OH:1][C:2]1[C:10]2[O:9][C:8]([CH3:11])=[N:7][C:6]=2[CH:5]=[C:4]([C:12]([O:14][CH3:15])=[O:13])[CH:3]=1.[C:16](=O)([O-])[O-].[K+].[K+].CI. (4) Given the product [CH3:9][N:10]([CH2:11][CH2:12][CH:13]1[CH2:14][CH2:15][N:16]([C:19]([O:21][CH2:22][C:23]2[CH:24]=[C:25]([Cl:30])[CH:26]=[C:27]([Cl:29])[CH:28]=2)=[O:20])[CH2:17][CH2:18]1)[C:6]([C:4]1[N:3]=[N:2][NH:1][CH:5]=1)=[O:8], predict the reactants needed to synthesize it. The reactants are: [NH:1]1[CH:5]=[C:4]([C:6]([OH:8])=O)[N:3]=[N:2]1.[CH3:9][NH:10][CH2:11][CH2:12][CH:13]1[CH2:18][CH2:17][N:16]([C:19]([O:21][CH2:22][C:23]2[CH:28]=[C:27]([Cl:29])[CH:26]=[C:25]([Cl:30])[CH:24]=2)=[O:20])[CH2:15][CH2:14]1. (5) Given the product [C:1]([C:3]1[CH:4]=[C:5]([C:19]2[CH:28]=[CH:27][CH:26]=[C:25]3[C:20]=2[CH:21]=[CH:22][C:23]([S:29]([NH:32][C:33]2[CH:38]=[CH:37][N:36]=[CH:35][N:34]=2)(=[O:31])=[O:30])=[CH:24]3)[C:6]([O:17][CH3:18])=[N:7][C:8]=1[C:9]1[CH:14]=[C:13]([F:15])[CH:12]=[C:11]([F:16])[CH:10]=1)#[N:2], predict the reactants needed to synthesize it. The reactants are: [C:1]([C:3]1[CH:4]=[C:5]([C:19]2[CH:28]=[CH:27][CH:26]=[C:25]3[C:20]=2[CH:21]=[CH:22][C:23]([S:29]([N:32](CC2C=CC(OC)=CC=2)[C:33]2[CH:38]=[CH:37][N:36]=[CH:35][N:34]=2)(=[O:31])=[O:30])=[CH:24]3)[C:6]([O:17][CH3:18])=[N:7][C:8]=1[C:9]1[CH:14]=[C:13]([F:15])[CH:12]=[C:11]([F:16])[CH:10]=1)#[N:2].C(O)(C(F)(F)F)=O.B(Br)(Br)Br. (6) Given the product [CH2:61]([O:60][C:51](=[O:59])[CH2:52][CH2:53][CH2:54][CH2:55][C:56]([N:2]([CH3:1])[CH2:3][CH2:4][N:5]([CH2:11][C:12]1[CH:13]=[C:14]([CH:48]=[CH:49][CH:50]=1)[C:15]([NH:17][C:18]1[S:19][C:20]2[CH2:47][CH2:46][CH2:45][CH2:44][C:21]=2[C:22]=1[C:23]([NH:25][C:26]1[CH:31]=[CH:30][C:29]([CH2:32][CH2:33][C:34]2[CH:43]=[CH:42][C:37]([C:38]([O:40][CH3:41])=[O:39])=[CH:36][CH:35]=2)=[CH:28][CH:27]=1)=[O:24])=[O:16])[CH:6]([CH2:7][CH3:8])[CH2:9][CH3:10])=[O:58])[CH3:62], predict the reactants needed to synthesize it. The reactants are: [CH3:1][NH:2][CH2:3][CH2:4][N:5]([CH2:11][C:12]1[CH:13]=[C:14]([CH:48]=[CH:49][CH:50]=1)[C:15]([NH:17][C:18]1[S:19][C:20]2[CH2:47][CH2:46][CH2:45][CH2:44][C:21]=2[C:22]=1[C:23]([NH:25][C:26]1[CH:31]=[CH:30][C:29]([CH2:32][CH2:33][C:34]2[CH:43]=[CH:42][C:37]([C:38]([O:40][CH3:41])=[O:39])=[CH:36][CH:35]=2)=[CH:28][CH:27]=1)=[O:24])=[O:16])[CH:6]([CH2:9][CH3:10])[CH2:7][CH3:8].[C:51]([O:60][CH2:61][CH3:62])(=[O:59])[CH2:52][CH2:53][CH2:54][CH2:55][C:56]([O-:58])=O.C(N(C(C)C)C(C)C)C.F[P-](F)(F)(F)(F)F.N1(OC(N(C)C)=[N+](C)C)C2N=CC=CC=2N=N1. (7) The reactants are: [Cl:1][C:2]1[CH:10]=[CH:9][C:5]([C:6]([OH:8])=[O:7])=[CH:4][C:3]=1[S:11]([Cl:14])(=[O:13])=[O:12].[Cl-].[CH3:16]O. Given the product [Cl:1][C:2]1[CH:10]=[CH:9][C:5]([C:6]([O:8][CH3:16])=[O:7])=[CH:4][C:3]=1[S:11]([Cl:14])(=[O:12])=[O:13], predict the reactants needed to synthesize it.